Dataset: Forward reaction prediction with 1.9M reactions from USPTO patents (1976-2016). Task: Predict the product of the given reaction. (1) The product is: [F:38][C:36]1[CH:35]=[CH:34][C:33]2[C:29]([CH:26]3[CH2:27][CH2:28][N:23]([CH2:22][CH2:21][C:18]4[C:19](=[O:20])[N:14]5[CH2:13][CH2:12][CH2:11][CH:10]([OH:9])[C:15]5=[N:16][C:17]=4[CH3:39])[CH2:24][CH2:25]3)=[N:30][O:31][C:32]=2[CH:37]=1. Given the reactants C([O:9][CH:10]1[C:15]2=[N:16][C:17]([CH3:39])=[C:18]([CH2:21][CH2:22][N:23]3[CH2:28][CH2:27][CH:26]([C:29]4[C:33]5[CH:34]=[CH:35][C:36]([F:38])=[CH:37][C:32]=5[O:31][N:30]=4)[CH2:25][CH2:24]3)[C:19](=[O:20])[N:14]2[CH2:13][CH2:12][CH2:11]1)(=O)C1C=CC=CC=1.CC1C=CC(C(OC2C3=NC(C)=C(CCN4CCC(C5C6C=CC(F)=CC=6ON=5)CC4)C(=O)N3CCC2)=O)=CC=1.COC1C=CC(C(OC2C3=NC(C)=C(CCN4CCC(C5C6C=CC(F)=CC=6ON=5)CC4)C(=O)N3CCC2)=O)=CC=1.Cl.C(=O)(OCC)OC1C2=NC(C)=C(CCN3CCC(C4C5C=CC(F)=CC=5ON=4)CC3)C(=O)N2CCC1.Cl.Cl.C(=O)(OCC(C)C)OC1C2=NC(C)=C(CCN3CCC(C4C5C=CC(F)=CC=5ON=4)CC3)C(=O)N2CCC1.Cl.Cl.C(=O)(OCCCCC)OC1C2=NC(C)=C(CCN3CCC(C4C5C=CC(F)=CC=5ON=4)CC3)C(=O)N2CCC1.Cl.C(=O)(OC1C=CC=CC=1)OC1C2=NC(C)=C(CCN3CCC(C4C5C=CC(F)=CC=5ON=4)CC3)C(=O)N2CCC1.Cl.C(=O)(OC1C=CC([N+]([O-])=O)=CC=1)OC1C2=NC(C)=C(CCN3CCC(C4C5C=CC(F)=CC=5ON=4)CC3)C(=O)N2CCC1, predict the reaction product. (2) Given the reactants [Cl:1][C:2]1[CH:7]=[CH:6][C:5]([Cl:8])=[CH:4][C:3]=1[S:9]([NH:12][C:13]1[CH:18]=[CH:17][C:16](B2OC(C)(C)C(C)(C)O2)=[CH:15][CH:14]=1)(=[O:11])=[O:10].Cl[C:29]1[N:34]=[C:33]2[N:35](C3CCCCO3)[N:36]=[CH:37][C:32]2=[C:31]([C:44]2[CH:45]=[N:46][CH:47]=[CH:48][CH:49]=2)[N:30]=1.C(=O)([O-])[O-].[Cs+].[Cs+].O, predict the reaction product. The product is: [Cl:1][C:2]1[CH:7]=[CH:6][C:5]([Cl:8])=[CH:4][C:3]=1[S:9]([NH:12][C:13]1[CH:14]=[CH:15][C:16]([C:29]2[N:34]=[C:33]3[NH:35][N:36]=[CH:37][C:32]3=[C:31]([C:44]3[CH:45]=[N:46][CH:47]=[CH:48][CH:49]=3)[N:30]=2)=[CH:17][CH:18]=1)(=[O:10])=[O:11]. (3) The product is: [Br:1][C:2]1[CH:10]=[C:9]([Cl:24])[C:8]2[N:7]([CH2:11][CH3:12])[CH2:6][C@@H:5]3[CH2:13][N:14]([C:17]([O:19][C:20]([CH3:22])([CH3:21])[CH3:23])=[O:18])[CH2:15][CH2:16][C:3]=1[C:4]=23. Given the reactants [Br:1][C:2]1[CH:10]=[CH:9][C:8]2[N:7]([CH2:11][CH3:12])[CH2:6][C@@H:5]3[CH2:13][N:14]([C:17]([O:19][C:20]([CH3:23])([CH3:22])[CH3:21])=[O:18])[CH2:15][CH2:16][C:3]=1[C:4]=23.[Cl:24]N1C(=O)CCC1=O.C(=O)(O)[O-].[Na+], predict the reaction product. (4) Given the reactants [N+:1]([C:4]([N+:8]([O-:10])=[O:9])([CH3:7])[CH2:5][OH:6])([O-:3])=[O:2].[CH2:11]1OCO[CH2:13][O:12]1.S(=O)(=O)(O)O, predict the reaction product. The product is: [CH3:5][C:4]([N+:8]([O-:10])=[O:9])([N+:1]([O-:3])=[O:2])[CH2:11][O:12][CH2:13][O:6][CH2:5][C:4]([N+:8]([O-:10])=[O:9])([N+:1]([O-:3])=[O:2])[CH3:7]. (5) Given the reactants [Br:1][C:2]1[CH:7]=[CH:6][CH:5]=[CH:4][C:3]=1[CH2:8][CH2:9][OH:10].[Si:11](Cl)([C:14]([CH3:17])([CH3:16])[CH3:15])([CH3:13])[CH3:12].N1C=CN=C1.CCN(CC)CC, predict the reaction product. The product is: [Br:1][C:2]1[CH:7]=[CH:6][CH:5]=[CH:4][C:3]=1[CH2:8][CH2:9][O:10][Si:11]([C:14]([CH3:17])([CH3:16])[CH3:15])([CH3:13])[CH3:12]. (6) Given the reactants [NH2:1][CH:2]1[CH2:8][CH2:7][N:6]([C:9]2[N:13]([CH3:14])[N:12]=[CH:11][C:10]=2[N+:15]([O-:17])=[O:16])[CH2:5][CH:4]([OH:18])[CH2:3]1.[C:19](O[C:19]([O:21][C:22]([CH3:25])([CH3:24])[CH3:23])=[O:20])([O:21][C:22]([CH3:25])([CH3:24])[CH3:23])=[O:20].CCN(C(C)C)C(C)C, predict the reaction product. The product is: [OH:18][CH:4]1[CH2:5][N:6]([C:9]2[N:13]([CH3:14])[N:12]=[CH:11][C:10]=2[N+:15]([O-:17])=[O:16])[CH2:7][CH2:8][CH:2]([NH:1][C:19](=[O:20])[O:21][C:22]([CH3:25])([CH3:24])[CH3:23])[CH2:3]1. (7) Given the reactants [F:1][C:2]1[C:10]2[CH2:9][O:8][B:7]([OH:11])[C:6]=2[CH:5]=[CH:4][C:3]=1[C:12]([OH:14])=O.C1CN([P+](ON2N=NC3C=CC=CC2=3)(N2CCCC2)N2CCCC2)CC1.F[P-](F)(F)(F)(F)F.CCN(C(C)C)C(C)C.Cl.[C:58]([NH:62][NH2:63])([CH3:61])([CH3:60])[CH3:59], predict the reaction product. The product is: [C:58]([NH:62][NH:63][C:12]([C:3]1[CH:4]=[CH:5][C:6]2[B:7]([OH:11])[O:8][CH2:9][C:10]=2[C:2]=1[F:1])=[O:14])([CH3:61])([CH3:60])[CH3:59]. (8) The product is: [CH3:1][O:2][C:3]1[CH:4]=[C:5]2[C:10](=[CH:11][C:12]=1[O:13][CH3:14])[N:9]=[CH:8][CH:7]=[C:6]2[O:15][C:16]1[CH:22]=[CH:21][C:19]([NH:20][C:36](=[O:35])[O:37][CH:25]([CH3:31])[CH3:26])=[C:18]([CH3:23])[C:17]=1[CH3:24]. Given the reactants [CH3:1][O:2][C:3]1[CH:4]=[C:5]2[C:10](=[CH:11][C:12]=1[O:13][CH3:14])[N:9]=[CH:8][CH:7]=[C:6]2[O:15][C:16]1[CH:22]=[CH:21][C:19]([NH2:20])=[C:18]([CH3:23])[C:17]=1[CH3:24].[C:25]1([CH3:31])C=CC=C[CH:26]=1.ClC(Cl)([O:35][C:36](=O)[O:37]C(Cl)(Cl)Cl)Cl.C(=O)(O)[O-].[Na+], predict the reaction product.